From a dataset of Full USPTO retrosynthesis dataset with 1.9M reactions from patents (1976-2016). Predict the reactants needed to synthesize the given product. (1) The reactants are: [NH2:1][CH2:2][CH2:3][CH2:4][SH:5].Cl.[C:7](O)([CH3:10])([CH3:9])[CH3:8]. Given the product [C:7]([S:5][CH2:4][CH2:3][CH2:2][NH2:1])([CH3:10])([CH3:9])[CH3:8], predict the reactants needed to synthesize it. (2) Given the product [CH:12]([O:15][C:16]([N:18]1[CH2:24][CH2:23][CH2:22][CH:21]([N:25]([CH2:26][C:27]2[CH:32]=[C:31]([C:33]([F:36])([F:35])[F:34])[CH:30]=[C:29]([C:37]([F:40])([F:39])[F:38])[CH:28]=2)[CH:41]=[O:43])[C:20]2[CH:44]=[CH:45][C:46]([Cl:48])=[CH:47][C:19]1=2)=[O:17])([CH3:14])[CH3:13], predict the reactants needed to synthesize it. The reactants are: C(OC(=O)C)(=O)C.C([O-])=O.[Na+].[CH:12]([O:15][C:16]([N:18]1[CH2:24][CH2:23][CH2:22][CH:21]([N:25]([C:41](=[O:43])C)[CH2:26][C:27]2[CH:32]=[C:31]([C:33]([F:36])([F:35])[F:34])[CH:30]=[C:29]([C:37]([F:40])([F:39])[F:38])[CH:28]=2)[C:20]2[CH:44]=[CH:45][C:46]([Cl:48])=[CH:47][C:19]1=2)=[O:17])([CH3:14])[CH3:13]. (3) Given the product [OH2:2].[C@@H:3]1([C:14]2[CH:19]=[CH:18][C:17]([CH3:20])=[C:16]([CH2:21][C:22]3[S:23][C:24]([C:27]4[CH:28]=[CH:29][C:30]([F:33])=[CH:31][CH:32]=4)=[CH:25][CH:26]=3)[CH:15]=2)[O:11][C@H:10]([CH2:12][OH:13])[C@@H:8]([OH:9])[C@H:6]([OH:7])[C@H:4]1[OH:5].[C@@H:3]1([C:14]2[CH:19]=[CH:18][C:17]([CH3:20])=[C:16]([CH2:21][C:22]3[S:23][C:24]([C:27]4[CH:28]=[CH:29][C:30]([F:33])=[CH:31][CH:32]=4)=[CH:25][CH:26]=3)[CH:15]=2)[O:11][C@H:10]([CH2:12][OH:13])[C@@H:8]([OH:9])[C@H:6]([OH:7])[C@H:4]1[OH:5], predict the reactants needed to synthesize it. The reactants are: C[O:2][C:3]1([C:14]2[CH:19]=[CH:18][C:17]([CH3:20])=[C:16]([CH2:21][C:22]3[S:23][C:24]([C:27]4[CH:32]=[CH:31][C:30]([F:33])=[CH:29][CH:28]=4)=[CH:25][CH:26]=3)[CH:15]=2)[O:11][C@H:10]([CH2:12][OH:13])[C@@H:8]([OH:9])[C@H:6]([OH:7])[C@H:4]1[OH:5].C([SiH](CC)CC)C.C(=O)([O-])O.[Na+]. (4) Given the product [CH2:1]([O:8][C@H:9]1[C@H:14]([O:15][CH2:16][C:17]2[CH:22]=[CH:21][CH:20]=[CH:19][CH:18]=2)[C@@H:13]([O:23][CH2:24][C:25]2[CH:30]=[CH:29][CH:28]=[CH:27][CH:26]=2)[CH:12]([C:31]2[CH:39]=[C:38]([CH2:40][C:41]3[CH:46]=[CH:45][C:44]([O:47][CH3:48])=[CH:43][CH:42]=3)[C:37]([F:74])=[C:36]3[C:32]=2[CH2:33][CH2:34][CH2:35]3)[O:11][C@@H:10]1[CH2:50][O:51][CH2:52][C:53]1[CH:58]=[CH:57][CH:56]=[CH:55][CH:54]=1)[C:2]1[CH:7]=[CH:6][CH:5]=[CH:4][CH:3]=1, predict the reactants needed to synthesize it. The reactants are: [CH2:1]([O:8][C@H:9]1[C@H:14]([O:15][CH2:16][C:17]2[CH:22]=[CH:21][CH:20]=[CH:19][CH:18]=2)[C@@H:13]([O:23][CH2:24][C:25]2[CH:30]=[CH:29][CH:28]=[CH:27][CH:26]=2)[CH:12]([C:31]2[CH:39]=[C:38]([CH2:40][C:41]3[CH:46]=[CH:45][C:44]([O:47][CH3:48])=[CH:43][CH:42]=3)[C:37](Br)=[C:36]3[C:32]=2[CH2:33][CH2:34][CH2:35]3)[O:11][C@@H:10]1[CH2:50][O:51][CH2:52][C:53]1[CH:58]=[CH:57][CH:56]=[CH:55][CH:54]=1)[C:2]1[CH:7]=[CH:6][CH:5]=[CH:4][CH:3]=1.[Li]CCCC.C1C=CC(S(N(S(C2C=CC=CC=2)(=O)=O)[F:74])(=O)=O)=CC=1. (5) Given the product [NH2:1][C:2]1[CH:3]=[C:4]([CH:8]2[CH2:9][CH2:10][N:11]([C:14]([O:16][C:17]([CH3:20])([CH3:19])[CH3:18])=[O:15])[CH2:12][CH2:13]2)[CH:5]=[CH:6][CH:7]=1, predict the reactants needed to synthesize it. The reactants are: [NH2:1][C:2]1[CH:3]=[C:4]([C:8]2[CH2:9][CH2:10][N:11]([C:14]([O:16][C:17]([CH3:20])([CH3:19])[CH3:18])=[O:15])[CH2:12][CH:13]=2)[CH:5]=[CH:6][CH:7]=1.[H][H]. (6) Given the product [Cl:22][C:13]1[CH:14]=[C:15]([N:16]2[CH2:21][CH2:20][O:19][CH2:18][CH2:17]2)[N:10]2[N:9]=[C:8]([C:5]3[CH:6]=[CH:7][C:2]([NH:47][CH2:46][CH2:45][O:44][CH3:43])=[CH:3][CH:4]=3)[CH:23]=[C:11]2[N:12]=1, predict the reactants needed to synthesize it. The reactants are: Br[C:2]1[CH:7]=[CH:6][C:5]([C:8]2[CH:23]=[C:11]3[N:12]=[C:13]([Cl:22])[CH:14]=[C:15]([N:16]4[CH2:21][CH2:20][O:19][CH2:18][CH2:17]4)[N:10]3[N:9]=2)=[CH:4][CH:3]=1.CC(C)([O-])C.[Na+].C(P(C(C)(C)C)C(C)(C)C)(C)(C)C.[CH3:43][O:44][CH2:45][CH2:46][NH2:47]. (7) Given the product [F:1][C:2]1[CH:3]=[C:4]([C:9]2([O:16][CH3:17])[CH2:13][CH2:12][N+:11]([O-:23])([CH2:14][CH3:15])[CH2:10]2)[CH:5]=[CH:6][C:7]=1[F:8], predict the reactants needed to synthesize it. The reactants are: [F:1][C:2]1[CH:3]=[C:4]([C:9]2([O:16][CH3:17])[CH2:13][CH2:12][N:11]([CH2:14][CH3:15])[CH2:10]2)[CH:5]=[CH:6][C:7]=1[F:8].ClC1C=C(C=CC=1)C(OO)=[O:23].